From a dataset of Peptide-MHC class I binding affinity with 185,985 pairs from IEDB/IMGT. Regression. Given a peptide amino acid sequence and an MHC pseudo amino acid sequence, predict their binding affinity value. This is MHC class I binding data. (1) The peptide sequence is GGKVFAPKQ. The MHC is HLA-A24:02 with pseudo-sequence HLA-A24:02. The binding affinity (normalized) is 0. (2) The peptide sequence is REAVEDSRF. The MHC is HLA-B44:03 with pseudo-sequence HLA-B44:03. The binding affinity (normalized) is 0.353. (3) The peptide sequence is ERPIFPHPSKPTFLP. The binding affinity (normalized) is 0.00649. The MHC is HLA-B51:01 with pseudo-sequence HLA-B51:01. (4) The binding affinity (normalized) is 0.0847. The MHC is HLA-A24:02 with pseudo-sequence HLA-A24:02. The peptide sequence is VSSKKCTAL.